From a dataset of Full USPTO retrosynthesis dataset with 1.9M reactions from patents (1976-2016). Predict the reactants needed to synthesize the given product. (1) Given the product [C:5]1(=[C:8]([C:16]2[CH:23]=[CH:22][C:21]([C:29]3[C:25]([CH3:24])=[N:26][O:27][C:28]=3[CH3:33])=[CH:18][CH:17]=2)[C:9]2[CH:10]=[CH:11][C:12]([OH:15])=[CH:13][CH:14]=2)[CH2:6][CH2:7][CH2:2][CH2:3][CH2:34][CH2:4]1, predict the reactants needed to synthesize it. The reactants are: Br[C:2]1[CH:7]=[CH:6][C:5]([C:8](=[C:16]2[CH2:23][CH2:22][CH2:21]CC[CH2:18][CH2:17]2)[C:9]2[CH:14]=[CH:13][C:12]([OH:15])=[CH:11][CH:10]=2)=[CH:4][CH:3]=1.[CH3:24][C:25]1[C:29](B(O)O)=[C:28]([CH3:33])[O:27][N:26]=1.[C:34]([O-])([O-])=O.[Na+].[Na+]. (2) Given the product [C:30]([O:29][C:27](=[O:28])[NH:26][C@@H:4]([CH2:3][OH:2])[CH2:5][C:6]1[CH:11]=[CH:10][C:9]([O:12][C:13]2[CH:18]=[CH:17][C:16]([O:19][C:20]3[CH:21]=[CH:22][CH:23]=[CH:24][CH:25]=3)=[CH:15][CH:14]=2)=[CH:8][CH:7]=1)([CH3:31])([CH3:33])[CH3:32], predict the reactants needed to synthesize it. The reactants are: C[O:2][C:3](=O)[C@H:4]([NH:26][C:27]([O:29][C:30]([CH3:33])([CH3:32])[CH3:31])=[O:28])[CH2:5][C:6]1[CH:11]=[CH:10][C:9]([O:12][C:13]2[CH:18]=[CH:17][C:16]([O:19][C:20]3[CH:25]=[CH:24][CH:23]=[CH:22][CH:21]=3)=[CH:15][CH:14]=2)=[CH:8][CH:7]=1.[Cl-].[Li+].[BH4-].[Na+].Cl. (3) Given the product [C:20]1([CH3:23])[CH:19]=[CH:18][C:17]([S:14]([N:11]2[CH:12]=[CH:13][C:9](/[CH:8]=[CH:7]/[C:6]([OH:24])=[O:5])=[CH:10]2)(=[O:15])=[O:16])=[CH:22][CH:21]=1, predict the reactants needed to synthesize it. The reactants are: C([O:5][C:6](=[O:24])/[CH:7]=[CH:8]/[C:9]1[CH:13]=[CH:12][N:11]([S:14]([C:17]2[CH:22]=[CH:21][C:20]([CH3:23])=[CH:19][CH:18]=2)(=[O:16])=[O:15])[CH:10]=1)(C)(C)C.FC(F)(F)C(O)=O. (4) Given the product [CH3:15][C:13]1([CH3:16])[CH2:12][O:11][C:10]([C:3]2[C:4]([CH3:9])=[CH:5][C:6]([C:18]([CH3:20])([CH3:19])[C:17]#[N:21])=[CH:7][C:2]=2[F:1])=[N:14]1, predict the reactants needed to synthesize it. The reactants are: [F:1][C:2]1[CH:7]=[C:6](F)[CH:5]=[C:4]([CH3:9])[C:3]=1[C:10]1[O:11][CH2:12][C:13]([CH3:16])([CH3:15])[N:14]=1.[C:17](#[N:21])[CH:18]([CH3:20])[CH3:19].C(#N)C.C(=O)=O.C[Si]([N-][Si](C)(C)C)(C)C.[K+]. (5) Given the product [CH3:9][C:5]1([CH3:10])[CH2:4][C:3](=[O:11])[C:2]2[S:20][CH2:19][C@@H:17]([C:16]([O:15][CH2:13][CH3:14])=[O:21])[NH:18][C:7]=2[CH2:6]1, predict the reactants needed to synthesize it. The reactants are: Br[CH:2]1[C:7](=O)[CH2:6][C:5]([CH3:10])([CH3:9])[CH2:4][C:3]1=[O:11].Cl.[CH2:13]([O:15][C:16](=[O:21])[C@H:17]([CH2:19][SH:20])[NH2:18])[CH3:14]. (6) Given the product [C:15]([C:12]([CH3:14])([CH3:13])[C:10]1[CH:11]=[C:7]([NH:6][C:5]([NH:57][C@@H:50]2[C:51]3[C:56](=[CH:55][CH:54]=[CH:53][CH:52]=3)[C@H:47]([O:46][C:43]3[CH:44]=[CH:45][C:40]4[N:41]([C:37]([N:32]5[CH2:33][CH2:34][CH2:35][CH2:36][C@@H:31]5[CH3:30])=[N:38][N:39]=4)[CH:42]=3)[CH2:48][CH2:49]2)=[O:27])[N:8]([C:17]2[CH:22]=[CH:21][CH:20]=[C:19]([O:23][CH2:24][CH2:25][OH:26])[CH:18]=2)[N:9]=1)#[N:16], predict the reactants needed to synthesize it. The reactants are: ClC(Cl)(Cl)CO[C:5](=[O:27])[NH:6][C:7]1[N:8]([C:17]2[CH:22]=[CH:21][CH:20]=[C:19]([O:23][CH2:24][CH2:25][OH:26])[CH:18]=2)[N:9]=[C:10]([C:12]([C:15]#[N:16])([CH3:14])[CH3:13])[CH:11]=1.[CH3:30][C@H:31]1[CH2:36][CH2:35][CH2:34][CH2:33][N:32]1[C:37]1[N:41]2[CH:42]=[C:43]([O:46][C@H:47]3[C:56]4[C:51](=[CH:52][CH:53]=[CH:54][CH:55]=4)[C@@H:50]([NH2:57])[CH2:49][CH2:48]3)[CH:44]=[CH:45][C:40]2=[N:39][N:38]=1.C[C@H]1CCC[C@@H](C)N1C1N2C=C(O[C@H]3C4C(=CC=CC=4)[C@@H](NC(=O)NC4N(C5C=NN(CCOS(C)(=O)=O)C=5)N=C(C(C)C)C=4)CC3)C=CC2=NN=1. (7) Given the product [F:1][C:2]1[CH:3]=[CH:4][C:5]([CH2:6][C@@H:7]2[CH2:12][CH2:11][CH2:10][N:9]([CH2:13][C@@H:14]3[CH2:19][CH2:18][O:17][CH2:16][C@H:15]3[NH:20][C:30]([NH:31][C:32]3[CH:37]=[CH:36][CH:35]=[C:34]([C:38]4[N:42]([CH3:43])[N:41]=[N:40][N:39]=4)[CH:33]=3)=[O:29])[CH2:8]2)=[CH:21][CH:22]=1, predict the reactants needed to synthesize it. The reactants are: [F:1][C:2]1[CH:22]=[CH:21][C:5]([CH2:6][C@@H:7]2[CH2:12][CH2:11][CH2:10][N:9]([CH2:13][C@@H:14]3[CH2:19][CH2:18][O:17][CH2:16][C@H:15]3[NH2:20])[CH2:8]2)=[CH:4][CH:3]=1.C1([O:29][C:30](=O)[NH:31][C:32]2[CH:37]=[CH:36][CH:35]=[C:34]([C:38]3[N:42]([CH3:43])[N:41]=[N:40][N:39]=3)[CH:33]=2)C=CC=CC=1. (8) Given the product [Br:1][C:2]1[CH:6]=[N:5][N:4]([CH3:7])[C:3]=1[NH:8][C:9]([C:10]1[CH:11]=[C:12]([C:22]2[CH:23]=[CH:24][C:19]([F:18])=[CH:20][CH:21]=2)[CH:13]=[CH:14][CH:15]=1)=[O:17], predict the reactants needed to synthesize it. The reactants are: [Br:1][C:2]1[CH:6]=[N:5][N:4]([CH3:7])[C:3]=1[NH:8][C:9](=[O:17])[C:10]1[CH:15]=[CH:14][CH:13]=[C:12](I)[CH:11]=1.[F:18][C:19]1[CH:24]=[CH:23][C:22](B(O)O)=[CH:21][CH:20]=1.C(=O)([O-])[O-].[Cs+].[Cs+].COCCOC. (9) Given the product [CH2:14]([O:13][C:11]([C:7]1[CH:6]=[C:5]2[C:10](=[CH:9][CH:8]=1)[N+:1]([O-:21])=[CH:2][CH:3]=[CH:4]2)=[O:12])[CH3:15], predict the reactants needed to synthesize it. The reactants are: [N:1]1[C:10]2[C:5](=[CH:6][C:7]([C:11]([O:13][CH2:14][CH3:15])=[O:12])=[CH:8][CH:9]=2)[CH:4]=[CH:3][CH:2]=1.ClC1C=C(C=CC=1)C(OO)=[O:21].